Dataset: Forward reaction prediction with 1.9M reactions from USPTO patents (1976-2016). Task: Predict the product of the given reaction. (1) Given the reactants [F:1][C:2]1[CH:33]=[N:32][C:5]2[N:6]([CH:26]3[CH2:31][CH2:30][S:29][CH2:28][CH2:27]3)[C:7](=[O:25])[N:8]([C@@H:11]3[CH2:16][CH2:15][C@H:14]([NH:17]C(=O)OC(C)(C)C)[CH2:13][CH2:12]3)[C:9](=[O:10])[C:4]=2[CH:3]=1.[ClH:34], predict the reaction product. The product is: [ClH:34].[NH2:17][C@@H:14]1[CH2:15][CH2:16][C@H:11]([N:8]2[C:9](=[O:10])[C:4]3[CH:3]=[C:2]([F:1])[CH:33]=[N:32][C:5]=3[N:6]([CH:26]3[CH2:27][CH2:28][S:29][CH2:30][CH2:31]3)[C:7]2=[O:25])[CH2:12][CH2:13]1. (2) Given the reactants [C:1]([N:3]=[C:4]([NH2:6])[NH2:5])#[N:2].[P:7](=[O:11])([OH:10])([OH:9])[OH:8], predict the reaction product. The product is: [P:7]([OH:11])([OH:10])([OH:9])=[O:8].[C:4]([NH:3][C:1]([NH2:2])=[O:8])(=[NH:6])[NH2:5]. (3) Given the reactants [CH2:1]([C:3]1([CH2:18][CH2:19][OH:20])[C:8]2[NH:9][C:10]3[C:15]([C:7]=2[CH2:6][CH2:5][O:4]1)=[CH:14][CH:13]=[CH:12][C:11]=3[CH2:16][CH3:17])[CH3:2].C(Cl)Cl.CS(C)=O.N1C=CC=CC=1.S(=O)(=O)=O, predict the reaction product. The product is: [CH2:1]([C:3]1([CH2:18][CH:19]=[O:20])[C:8]2[NH:9][C:10]3[C:15]([C:7]=2[CH2:6][CH2:5][O:4]1)=[CH:14][CH:13]=[CH:12][C:11]=3[CH2:16][CH3:17])[CH3:2]. (4) Given the reactants [CH2:1]([O:8][C:9]1[C:10]([C:36]([NH:38][CH2:39][C:40]([O:42][CH2:43][CH3:44])=[O:41])=[O:37])=[N:11][C:12]([CH2:23][CH:24]2[CH2:29][CH2:28][N:27]([C:30]3[CH:35]=[CH:34][CH:33]=[CH:32][CH:31]=3)[CH2:26][CH2:25]2)=[N:13]C=1OS(C(F)(F)F)(=O)=O)[C:2]1[CH:7]=[CH:6][CH:5]=[CH:4][CH:3]=1.[CH3:45][S-:46].[Na+].[CH3:48]N(C)C=O, predict the reaction product. The product is: [CH2:1]([O:8][C:9]1[C:10]([C:36]([NH:38][CH2:39][C:40]([O:42][CH2:43][CH3:44])=[O:41])=[O:37])=[N:11][C:12]([CH2:23][CH:24]2[CH2:29][CH2:28][N:27]([C:30]3[CH:35]=[CH:34][CH:33]=[CH:32][CH:31]=3)[CH2:26][CH2:25]2)=[N:13][C:45]=1[S:46][CH3:48])[C:2]1[CH:7]=[CH:6][CH:5]=[CH:4][CH:3]=1. (5) Given the reactants [C:1]([O:8][CH2:9][CH3:10])(=[O:7])[C:2](OCC)=O.[CH2:11]([O:18][CH2:19][C:20]([O:22]CC)=O)[C:12]1[CH:17]=[CH:16][CH:15]=[CH:14][CH:13]=1.[H-].[Na+].Br.[C:28]1([N:34]2[CH2:38][CH2:37][N:36]=[C:35]2[NH2:39])[CH:33]=[CH:32][CH:31]=[CH:30][CH:29]=1, predict the reaction product. The product is: [CH2:11]([O:18][C:19]1[C:20](=[O:22])[N:36]2[CH2:37][CH2:38][N:34]([C:28]3[CH:33]=[CH:32][CH:31]=[CH:30][CH:29]=3)[C:35]2=[N:39][C:2]=1[C:1]([O:8][CH2:9][CH3:10])=[O:7])[C:12]1[CH:13]=[CH:14][CH:15]=[CH:16][CH:17]=1.